From a dataset of Reaction yield outcomes from USPTO patents with 853,638 reactions. Predict the reaction yield, written as a fraction of the theoretical maximum amount of product (1.0 means a 100% yield; for example, 0.34 means a 34% yield). (1) The reactants are [F:1][C:2]([F:28])([F:27])[C:3]1[CH:8]=[CH:7][C:6]([C:9]2[C:19]3[O:18][CH2:17][CH2:16][N:15](C(OC(C)(C)C)=O)[CH2:14][C:13]=3[CH:12]=[CH:11][CH:10]=2)=[CH:5][CH:4]=1.C(OCC)(=O)C.[ClH:35]. The catalyst is C(OCC)(=O)C. The product is [ClH:35].[F:28][C:2]([F:1])([F:27])[C:3]1[CH:4]=[CH:5][C:6]([C:9]2[C:19]3[O:18][CH2:17][CH2:16][NH:15][CH2:14][C:13]=3[CH:12]=[CH:11][CH:10]=2)=[CH:7][CH:8]=1. The yield is 0.813. (2) The reactants are [NH:1]([C:6]([O:8][CH2:9][CH:10]1[C:22]2[C:17](=[CH:18][CH:19]=[CH:20][CH:21]=2)[C:16]2[C:11]1=[CH:12][CH:13]=[CH:14][CH:15]=2)=[O:7])[CH2:2][C:3](O)=[O:4].CN(C)CCCN=C=NCC.ON1C2C=CC=CC=2N=N1.C(N(CC)CC)C.Cl.[CH3:52][O:53][C:54](=[O:74])[CH:55]([NH2:73])[CH:56]([C:61]1[CH:66]=[CH:65][C:64]([C:67]2[CH:72]=[CH:71][CH:70]=[CH:69][CH:68]=2)=[CH:63][CH:62]=1)[C:57]([O:59][CH3:60])=[O:58]. The catalyst is CN(C)C=O. The product is [CH3:60][O:59][C:57](=[O:58])[CH:56]([C:61]1[CH:62]=[CH:63][C:64]([C:67]2[CH:68]=[CH:69][CH:70]=[CH:71][CH:72]=2)=[CH:65][CH:66]=1)[CH:55]([NH:73][C:3](=[O:4])[CH2:2][NH:1][C:6]([O:8][CH2:9][CH:10]1[C:11]2[CH:12]=[CH:13][CH:14]=[CH:15][C:16]=2[C:17]2[C:22]1=[CH:21][CH:20]=[CH:19][CH:18]=2)=[O:7])[C:54]([O:53][CH3:52])=[O:74]. The yield is 0.540. (3) The reactants are [CH3:1][O:2][CH2:3][C@@H:4]1[CH2:8][N:7]([C:9]([O:11][C:12]([CH3:15])([CH3:14])[CH3:13])=[O:10])[C@H:6]([C:16]2[NH:20][C:19]3[C:21]4[C:26]([CH:27]=[CH:28][C:18]=3[N:17]=2)=[CH:25][C:24]2[C:29]3[C:34]([CH2:35][O:36][C:23]=2[CH:22]=4)=[CH:33][C:32](B2OC(C)(C)C(C)(C)O2)=[CH:31][CH:30]=3)[CH2:5]1.Br[C:47]1[NH:51][C:50]([C@@H:52]2[CH2:56][CH2:55][C@H:54]([CH3:57])[N:53]2[C:58](=[O:68])[C@@H:59]([NH:63][C:64](=[O:67])[O:65][CH3:66])[CH:60]([CH3:62])[CH3:61])=[N:49][CH:48]=1.C(=O)([O-])[O-].[K+].[K+]. The catalyst is COCCOC.CN(C)C=O.[Pd].C1(P(C2C=CC=CC=2)C2C=CC=CC=2)C=CC=CC=1.C1(P(C2C=CC=CC=2)C2C=CC=CC=2)C=CC=CC=1.C1(P(C2C=CC=CC=2)C2C=CC=CC=2)C=CC=CC=1.C1(P(C2C=CC=CC=2)C2C=CC=CC=2)C=CC=CC=1.C1C=CC(P(C2C=CC=CC=2)[C-]2C=CC=C2)=CC=1.C1C=CC(P(C2C=CC=CC=2)[C-]2C=CC=C2)=CC=1.Cl[Pd]Cl.[Fe+2]. The product is [CH3:66][O:65][C:64]([NH:63][C@H:59]([C:58]([N:53]1[C@@H:54]([CH3:57])[CH2:55][CH2:56][C@H:52]1[C:50]1[NH:51][C:47]([C:32]2[CH:33]=[C:34]3[CH2:35][O:36][C:23]4[CH:22]=[C:21]5[C:26]([CH:27]=[CH:28][C:18]6[NH:17][C:16]([C@@H:6]7[CH2:5][C@H:4]([CH2:3][O:2][CH3:1])[CH2:8][N:7]7[C:9]([O:11][C:12]([CH3:13])([CH3:14])[CH3:15])=[O:10])=[N:20][C:19]=65)=[CH:25][C:24]=4[C:29]3=[CH:30][CH:31]=2)=[CH:48][N:49]=1)=[O:68])[CH:60]([CH3:62])[CH3:61])=[O:67]. The yield is 0.390. (4) The reactants are [Cl:1][C:2]1[C:7]([C:8]([OH:10])=[O:9])=[C:6]([CH3:11])[CH:5]=[C:4]([Cl:12])[N:3]=1.[C:13]([O-])([O-])=O.[K+].[K+].IC.O. The catalyst is CN(C=O)C. The product is [CH3:13][O:9][C:8]([C:7]1[C:2]([Cl:1])=[N:3][C:4]([Cl:12])=[CH:5][C:6]=1[CH3:11])=[O:10]. The yield is 0.980. (5) The reactants are [OH:1][CH2:2][C:3]([CH2:14]O)([C:9](OCC)=O)[C:4](OCC)=O.COC1C=CC(C(Cl)(C2C=CC=CC=2)C2C=CC(OC)=CC=2)=CC=1.O1CCOCC1.[CH3:46][O:47][C:48]1[CH:83]=[CH:82][C:51]([C:52]([O:67][CH2:68][C:69]([CH2:80][OH:81])([C:75]([O:77][CH2:78][CH3:79])=[O:76])[C:70]([O:72][CH2:73][CH3:74])=[O:71])([C:61]2[CH:66]=[CH:65][CH:64]=[CH:63][CH:62]=2)[C:53]2[CH:58]=[CH:57][C:56]([O:59][CH3:60])=[CH:55][CH:54]=2)=[CH:50][CH:49]=1.C(Cl)(=O)C(C)(C)C. The catalyst is CC#N.N1C=CC=CC=1. The product is [C:2]([O:81][CH2:80][C:69]([C:70]([O:72][CH2:73][CH3:74])=[O:71])([C:75]([O:77][CH2:78][CH3:79])=[O:76])[CH2:68][O:67][C:52]([C:61]1[CH:66]=[CH:65][CH:64]=[CH:63][CH:62]=1)([C:51]1[CH:50]=[CH:49][C:48]([O:47][CH3:46])=[CH:83][CH:82]=1)[C:53]1[CH:54]=[CH:55][C:56]([O:59][CH3:60])=[CH:57][CH:58]=1)(=[O:1])[C:3]([CH3:14])([CH3:9])[CH3:4]. The yield is 0.900. (6) The reactants are [F:1][C:2]1[CH:7]=[C:6]([N+:8]([O-:10])=[O:9])[CH:5]=[CH:4][C:3]=1[NH2:11].[Br:12]Br.C([O-])(O)=O.[Na+]. The catalyst is CC(O)=O. The product is [Br:12][C:4]1[CH:5]=[C:6]([N+:8]([O-:10])=[O:9])[CH:7]=[C:2]([F:1])[C:3]=1[NH2:11]. The yield is 0.970. (7) The reactants are [Cl-].O[NH3+:3].[C:4](=[O:7])([O-])[OH:5].[Na+].CS(C)=O.[CH:13]1([O:16][C:17]2[CH:22]=[CH:21][C:20]([N:23]3[C:28](=[O:29])[C:27]([CH2:30][C:31]4[CH:36]=[CH:35][C:34]([C:37]5[C:38]([C:43]#[N:44])=[CH:39][CH:40]=[CH:41][CH:42]=5)=[CH:33][CH:32]=4)=[C:26]([CH2:45][CH2:46][CH3:47])[N:25]=[C:24]3[CH3:48])=[CH:19][C:18]=2[F:49])[CH2:15][CH2:14]1. The catalyst is O.C(OCC)(=O)C. The product is [CH:13]1([O:16][C:17]2[CH:22]=[CH:21][C:20]([N:23]3[C:28](=[O:29])[C:27]([CH2:30][C:31]4[CH:36]=[CH:35][C:34]([C:37]5[CH:42]=[CH:41][CH:40]=[CH:39][C:38]=5[C:43]5[NH:3][C:4](=[O:7])[O:5][N:44]=5)=[CH:33][CH:32]=4)=[C:26]([CH2:45][CH2:46][CH3:47])[N:25]=[C:24]3[CH3:48])=[CH:19][C:18]=2[F:49])[CH2:14][CH2:15]1. The yield is 0.450.